From a dataset of Forward reaction prediction with 1.9M reactions from USPTO patents (1976-2016). Predict the product of the given reaction. (1) Given the reactants [CH3:1][O:2][C:3]([NH:5][C@H:6]([C:10]([N:12]1[C@H:17]([C:18]2[NH:22][C:21]3[C:23]4[C:28]([CH:29]=[CH:30][C:20]=3[N:19]=2)=[CH:27][C:26]2[C:31]3[C:36]([CH2:37][O:38][C:25]=2[CH:24]=4)=[CH:35][C:34]([C:39]2[NH:43][C:42]([C@@H:44]4[CH2:48][C@H:47]([CH2:49][O:50][CH3:51])[CH2:46][N:45]4C(OC(C)(C)C)=O)=[N:41][CH:40]=2)=[CH:33][CH:32]=3)[CH2:16][C@H:15]2[C@@H:13]1[CH2:14]2)=[O:11])[CH:7]([CH3:9])[CH3:8])=[O:4].Cl.[CH3:60][O:61][C:62]([NH:64][C@H:65]([C:69]1[CH:74]=[CH:73][CH:72]=[CH:71][CH:70]=1)[C:66]([OH:68])=O)=[O:63].CCN(C(C)C)C(C)C.CCOC(C(C#N)=NOC(N1CCOCC1)=[N+](C)C)=O.F[P-](F)(F)(F)(F)F, predict the reaction product. The product is: [CH3:60][O:61][C:62](=[O:63])[NH:64][C@H:65]([C:69]1[CH:74]=[CH:73][CH:72]=[CH:71][CH:70]=1)[C:66]([N:45]1[CH2:46][C@@H:47]([CH2:49][O:50][CH3:51])[CH2:48][C@H:44]1[C:42]1[NH:43][C:39]([C:34]2[CH:35]=[C:36]3[CH2:37][O:38][C:25]4[CH:24]=[C:23]5[C:28]([CH:29]=[CH:30][C:20]6[N:19]=[C:18]([C@@H:17]7[CH2:16][C@H:15]8[C@H:13]([CH2:14]8)[N:12]7[C:10](=[O:11])[C@@H:6]([NH:5][C:3]([O:2][CH3:1])=[O:4])[CH:7]([CH3:9])[CH3:8])[NH:22][C:21]=65)=[CH:27][C:26]=4[C:31]3=[CH:32][CH:33]=2)=[CH:40][N:41]=1)=[O:68]. (2) Given the reactants [CH2:1]([O:3][C:4]([C:6]1[NH:7][C:8]2[C:13]([CH:14]=1)=[CH:12][C:11](B1OC(C)(C)C(C)(C)O1)=[CH:10][CH:9]=2)=[O:5])[CH3:2].Br[C:25]1[CH:30]=[CH:29][C:28]([C:31]([F:34])([F:33])[F:32])=[CH:27][N:26]=1.C([O-])([O-])=O.[Na+].[Na+].CCO, predict the reaction product. The product is: [CH2:1]([O:3][C:4]([C:6]1[NH:7][C:8]2[C:13]([CH:14]=1)=[CH:12][C:11]([C:25]1[CH:30]=[CH:29][C:28]([C:31]([F:34])([F:33])[F:32])=[CH:27][N:26]=1)=[CH:10][CH:9]=2)=[O:5])[CH3:2].